The task is: Predict the reaction yield, written as a fraction of the theoretical maximum amount of product (1.0 means a 100% yield; for example, 0.34 means a 34% yield).. This data is from Reaction yield outcomes from USPTO patents with 853,638 reactions. The reactants are N#N.[SH:3][CH2:4][CH2:5][CH2:6][Si:7]([O:14][CH2:15][CH3:16])([O:11][CH2:12][CH3:13])[O:8][CH2:9][CH3:10].[SiH4].[C:18](Cl)(=[O:26])[CH2:19][CH2:20][CH2:21][CH2:22][CH2:23][CH2:24][CH3:25]. The catalyst is CCCCCC.C(N(CC)CC)C. The product is [C:18]([S:3][CH2:4][CH2:5][CH2:6][Si:7]([O:14][CH2:15][CH3:16])([O:8][CH2:9][CH3:10])[O:11][CH2:12][CH3:13])(=[O:26])[CH2:19][CH2:20][CH2:21][CH2:22][CH2:23][CH2:24][CH3:25]. The yield is 0.870.